Dataset: Reaction yield outcomes from USPTO patents with 853,638 reactions. Task: Predict the reaction yield, written as a fraction of the theoretical maximum amount of product (1.0 means a 100% yield; for example, 0.34 means a 34% yield). (1) The reactants are [H-].[Na+].[CH3:3][C@H:4]1[NH:9][CH2:8][CH2:7][N:6]([C@H:10]([C:13]2[CH:18]=[CH:17][CH:16]=[CH:15][CH:14]=2)[CH2:11][OH:12])[CH2:5]1.I[CH3:20].N. The catalyst is C1COCC1. The product is [CH3:20][O:12][CH2:11][C@H:10]([N:6]1[CH2:7][CH2:8][NH:9][C@H:4]([CH3:3])[CH2:5]1)[C:13]1[CH:18]=[CH:17][CH:16]=[CH:15][CH:14]=1. The yield is 0.0100. (2) The reactants are C(OC([NH:8][CH:9]([C:29](=[O:33])[N:30]([CH3:32])[CH3:31])[CH2:10][C:11]1[CH:28]=[CH:27][C:14]([O:15][C:16]2[CH:21]=[CH:20][C:19]([CH2:22][CH2:23][C:24]([OH:26])=[O:25])=[CH:18][CH:17]=2)=[CH:13][CH:12]=1)=O)(C)(C)C.C(Cl)[Cl:35]. No catalyst specified. The product is [ClH:35].[NH2:8][CH:9]([C:29](=[O:33])[N:30]([CH3:32])[CH3:31])[CH2:10][C:11]1[CH:28]=[CH:27][C:14]([O:15][C:16]2[CH:21]=[CH:20][C:19]([CH2:22][CH2:23][C:24]([OH:26])=[O:25])=[CH:18][CH:17]=2)=[CH:13][CH:12]=1. The yield is 0.870.